From a dataset of Drug-target binding data from BindingDB using IC50 measurements. Regression. Given a target protein amino acid sequence and a drug SMILES string, predict the binding affinity score between them. We predict pIC50 (pIC50 = -log10(IC50 in M); higher means more potent). Dataset: bindingdb_ic50. (1) The compound is COc1ccc(/C=C(\C#N)c2nc3ccccc3[nH]2)cc1I. The target protein (P10844) has sequence MPVTINNFNYNDPIDNNNIIMMEPPFARGTGRYYKAFKITDRIWIIPERYTFGYKPEDFNKSSGIFNRDVCEYYDPDYLNTNDKKNIFLQTMIKLFNRIKSKPLGEKLLEMIINGIPYLGDRRVPLEEFNTNIASVTVNKLISNPGEVERKKGIFANLIIFGPGPVLNENETIDIGIQNHFASREGFGGIMQMKFCPEYVSVFNNVQENKGASIFNRRGYFSDPALILMHELIHVLHGLYGIKVDDLPIVPNEKKFFMQSTDAIQAEELYTFGGQDPSIITPSTDKSIYDKVLQNFRGIVDRLNKVLVCISDPNININIYKNKFKDKYKFVEDSEGKYSIDVESFDKLYKSLMFGFTETNIAENYKIKTRASYFSDSLPPVKIKNLLDNEIYTIEEGFNISDKDMEKEYRGQNKAINKQAYEEISKEHLAVYKIQMCKSVKAPGICIDVDNEDLFFIADKNSFSDDLSKNERIEYNTQSNYIENDFPINELILDTDLISK.... The pIC50 is 4.0. (2) The compound is O=C1N(Cc2ccc(CO)cc2)[C@H](COc2ccccc2)[C@H](O)[C@@H](O)[C@@H](COc2ccccc2)N1Cc1ccc(CO)cc1. The target protein sequence is PQITLWQRPLVTIKIGGQLKEALLDTGADDTVLEEMNLPGRWKPKMIGGIGGFIKVRQYDQILIEICGHKAIGTVLVGPTPVNIIGRNLLTQIGCTLNF. The pIC50 is 8.0. (3) The drug is CNC(=O)[C@H](Cc1ccccc1)NC(=O)[C@H](CC(C)C)NC(=O)CS. The target protein (O88766) has sequence MLHLKTLPFLFFFHTQLATALPVPPEHLEEKNMKTAENYLRKFYHLPSNQFRSARNATMIAEKLKEMQRFFGLPETGKPDAATIEIMEKPRCGVPDSGDFLLTPGSPKWTHTNLTYRIINHTPQMSKAEVKTEIEKAFKIWSVPSTLTFTETLEGEADINIAFVSRDHGDNSPFDGPNGILAHAFQPGRGIGGDAHFDSEETWTQDSKNYNLFLVAAHEFGHSLGLSHSTDPGALMYPNYAYREPSTYSLPQDDINGIQTIYGPSDNPVQPTGPSTPTACDPHLRFDAATTLRGEIYFFKDKYFWRRHPQLRTVDLNFISLFWPFLPNGLQAAYEDFDRDLVFLFKGRQYWALSAYDLQQGYPRDISNYGFPRSVQAIDAAVSYNGKTYFFVNNQCWRYDNQRRSMDPGYPTSIASVFPGINCRIDAVFQQDSFFLFFSGPQYFAFNLVSRRVTRVARSNLWLNCP. The pIC50 is 7.3. (4) The drug is O=C1C=C[C@H](O)[C@@]23O[C@@]12C1(Oc2cccc4cccc(c24)O1)[C@@H]1O[C@@H]1[C@@H]3O. The target protein (Q86VQ6) has sequence MERSPPQSPGPGKAGDAPNRRSGHVRGARVLSPPGRRARLSSPGPSRSSEAREELRRHLVGLIERSRVVIFSKSYCPHSTRVKELFSSLGVECNVLELDQVDDGARVQEVLSEITNQKTVPNIFVNKVHVGGCDQTFQAYQSGLLQKLLQEDLAYDYDLIIIGGGSGGLSCAKEAAILGKKVMVLDFVVPSPQGTSWGLGGTCVNVGCIPKKLMHQAALLGQALCDSRKFGWEYNQQVRHNWETMTKAIQNHISSLNWGYRLSLREKAVAYVNSYGEFVEHHKIKATNKKGQETYYTAAQFVIATGERPRYLGIQGDKEYCITSDDLFSLPYCPGKTLVVGASYVALECAGFLAGFGLDVTVMVRSILLRGFDQEMAEKVGSYMEQHGVKFLRKFIPVMVQQLEKGSPGKLKVLAKSTEGTETIEGVYNTVLLAIGRDSCTRKIGLEKIGVKINEKSGKIPVNDVEQTNVPYVYAVGDILEDKPELTPVAIQSGKLLAQR.... The pIC50 is 4.9. (5) The pIC50 is 6.0. The target protein sequence is TQSKPTPVKPNYALKFTLAGHTKAVSSVKFSPNGEWLASSSADKLIKIWGAYDGKFEKTISGHKLGISDVAWSSDSNLLVSASDDKTLKIWDVSSGKCLKTLKGHSNYVFCCNFNPQSNLIVSGSFDESVRIWDVKTGKCLKTLPAHSDPVSAVHFNRDGSLIVSSSYDGLCRIWDTASGQCLKTLIDDDNPPVSFVKFSPNGKYILAATLDNTLKLWDYSKGKCLKTYTGHKNEKYCIFANFSVTGGKWIVSGSEDNLVYIWNLQTKEIVQKLQGHTDVVISTACHPTENIIASAALENDKTIKLWKSDC. The drug is CC(=O)N[C@H](C(=O)N[C@@H](CCCNC(=N)N)C(=O)NC(C)(C)C(N)=O)C(C)C. (6) The drug is CCCCc1n[nH]c(=O)n1Cc1ccc(-c2ccccc2-c2nnn[nH]2)cc1. The target protein (P34976) has sequence MMLNSSTEDGIKRIQDDCPKAGRHNYIFVMIPTLYSIIFVVGIFGNSLAVIVIYFYMKLKTVASVFLLNLALADLCFLLTLPLWAVYTAMEYRWPFGNYLCKIASASVSFNLYASVFLLTCLSIDRYLAIVHPMKSRLRRTMLVAKVTCIIIWLLAGLASLPAIIHRNVFFIENTNITVCAFHYESQNSTLPIGLGLTKNILGFLFPFLIILTSYTLIWKALKKAYEIQKNKPRNDDIFKIIMAIVLFFFFSWVPHQIFTFLDVLIQLGVIHDCRIADIVDTAMPITICIAYFNNCLNPLFYGFLGKKFKKYFLQLLKYIPPKAKSHSNLSTKMSTLSYRPSDNVSSSSKKPVPCFEVE. The pIC50 is 7.2. (7) The drug is CCCCNCC(P(=O)(O)O)P(=O)(O)O. The target protein sequence is MTAFACFPHSLFYSTRLPFFFFFFCVCVHCCLRYLCLLKCAYCCSDKNYFRPLNYFFYCLYLAMASMERFLSVYDEVQAFLLDQLQSKYEIDPNRARYLRIMMDTTCLGGKYFRGMTVVNVAEGFLAVTQHDEATKERILHDACVGGWMIEFLQAHYLVEDDIMDGSVMRRGKPCWYRFPGVTTQCAINDGIILKSWTQIMAWHYFADRPFLKDLLCLFQKVDYATAVGQMYDVTSMCDSNKLDPEVAQPMTTDFAEFTPAIYKRIVKYKTTFYTYLLPLVMGLLVSEAAASVEMNLVERVAHLIGEYFQVQDDVMDCFTPPEQLGKVGTDIEDAKCSWLAVTFLGKANAAQVAEFKANYGEKDPAKVAVVKRLYSKANLQADFAAYEAEVVREVESLIEQLKVKSPTFAESVAVVWEKTHKRKK. The pIC50 is 5.6.